Dataset: Reaction yield outcomes from USPTO patents with 853,638 reactions. Task: Predict the reaction yield, written as a fraction of the theoretical maximum amount of product (1.0 means a 100% yield; for example, 0.34 means a 34% yield). (1) The reactants are [F:1][C:2]1[CH:10]=[C:9]2[C:5]([C:6]([C:23]3[N:24]=[C:25]4[C:31]([CH:32]=[O:33])=[CH:30][N:29]([CH2:34][O:35][CH2:36][CH2:37][Si:38]([CH3:41])([CH3:40])[CH3:39])[C:26]4=[N:27][CH:28]=3)=[N:7][N:8]2[CH2:11][CH:12]2[CH2:15][N:14]([C:16]([O:18][C:19]([CH3:22])([CH3:21])[CH3:20])=[O:17])[CH2:13]2)=[CH:4][CH:3]=1.S(=O)(=O)([OH:44])N.Cl([O-])=O.[Na+].P([O-])(O)(O)=O.[K+]. The catalyst is O1CCOCC1.O. The product is [C:19]([O:18][C:16]([N:14]1[CH2:13][CH:12]([CH2:11][N:8]2[C:9]3[C:5](=[CH:4][CH:3]=[C:2]([F:1])[CH:10]=3)[C:6]([C:23]3[N:24]=[C:25]4[C:31]([C:32]([OH:44])=[O:33])=[CH:30][N:29]([CH2:34][O:35][CH2:36][CH2:37][Si:38]([CH3:41])([CH3:40])[CH3:39])[C:26]4=[N:27][CH:28]=3)=[N:7]2)[CH2:15]1)=[O:17])([CH3:22])([CH3:21])[CH3:20]. The yield is 1.00. (2) The catalyst is C(O)C. The yield is 0.840. The reactants are Br[CH2:2][C:3]([C:5]1[CH:13]=[CH:12][CH:11]=[C:10]2[C:6]=1[C:7]1([C:27]3[C:18](=[CH:19][C:20]4[O:25][CH2:24][CH2:23][O:22][C:21]=4[CH:26]=3)[O:17][CH2:16]1)[C:8](=[O:15])[N:9]2[CH3:14])=O.[NH2:28][C:29]([NH2:31])=[S:30]. The product is [NH2:31][C:29]1[S:30][CH:2]=[C:3]([C:5]2[CH:13]=[CH:12][CH:11]=[C:10]3[C:6]=2[C:7]2([C:27]4[C:18](=[CH:19][C:20]5[O:25][CH2:24][CH2:23][O:22][C:21]=5[CH:26]=4)[O:17][CH2:16]2)[C:8](=[O:15])[N:9]3[CH3:14])[N:28]=1.